From a dataset of Full USPTO retrosynthesis dataset with 1.9M reactions from patents (1976-2016). Predict the reactants needed to synthesize the given product. (1) The reactants are: [CH3:1][NH:2][CH2:3][CH2:4][C@@H:5]([OH:12])[C:6]1[CH:11]=[CH:10][CH:9]=[CH:8][CH:7]=1.C([O-])(=O)[C@H](C1C=CC=CC=1)O.[OH-].[Na+]. Given the product [CH3:1][NH:2][CH2:3][CH2:4][C@@H:5]([OH:12])[C:6]1[CH:7]=[CH:8][CH:9]=[CH:10][CH:11]=1, predict the reactants needed to synthesize it. (2) Given the product [NH2:7][C:8]1[CH:13]=[CH:12][C:11]([CH3:14])=[C:10]([NH:15][C:16]2[C:21]([C:22]3[CH:27]=[C:26]([NH:28][CH2:29][CH2:30][N:31]4[CH2:32][CH2:33][O:34][CH2:35][CH2:36]4)[N:25]=[CH:24][N:23]=3)=[CH:20][N:19]=[CH:18][N:17]=2)[CH:9]=1, predict the reactants needed to synthesize it. The reactants are: C(OC(=O)[NH:7][C:8]1[CH:13]=[CH:12][C:11]([CH3:14])=[C:10]([NH:15][C:16]2[C:21]([C:22]3[CH:27]=[C:26]([NH:28][CH2:29][CH2:30][N:31]4[CH2:36][CH2:35][O:34][CH2:33][CH2:32]4)[N:25]=[CH:24][N:23]=3)=[CH:20][N:19]=[CH:18][N:17]=2)[CH:9]=1)(C)(C)C.Cl.